Dataset: Forward reaction prediction with 1.9M reactions from USPTO patents (1976-2016). Task: Predict the product of the given reaction. (1) Given the reactants Cl.[CH2:2]([C@@H:5]([NH2:17])[C:6]1[CH:11]=[CH:10][C:9]([O:12][C:13]([F:16])([F:15])[F:14])=[CH:8][CH:7]=1)[CH:3]=[CH2:4].[C:18](Cl)(Cl)=[O:19], predict the reaction product. The product is: [CH2:2]([C@@H:5]([N:17]=[C:18]=[O:19])[C:6]1[CH:7]=[CH:8][C:9]([O:12][C:13]([F:15])([F:16])[F:14])=[CH:10][CH:11]=1)[CH:3]=[CH2:4]. (2) The product is: [CH3:1][S:2]([C:5]1[CH:6]=[CH:7][C:8]([S:14][CH2:15][C:16]([F:19])([F:18])[F:17])=[C:9]([C:10]([N:31]2[CH2:32][CH2:33][N:28]([C:26]3[S:27][C:23]([C:22]([F:35])([F:21])[F:34])=[CH:24][N:25]=3)[CH2:29][CH2:30]2)=[O:12])[CH:13]=1)(=[O:3])=[O:4]. Given the reactants [CH3:1][S:2]([C:5]1[CH:6]=[CH:7][C:8]([S:14][CH2:15][C:16]([F:19])([F:18])[F:17])=[C:9]([CH:13]=1)[C:10]([OH:12])=O)(=[O:4])=[O:3].Cl.[F:21][C:22]([F:35])([F:34])[C:23]1[S:27][C:26]([N:28]2[CH2:33][CH2:32][NH:31][CH2:30][CH2:29]2)=[N:25][CH:24]=1, predict the reaction product. (3) Given the reactants OC(C1CCN(CC2C=CC([N+]([O-])=O)=C(N[C@@H:19]3[CH2:24][CH2:23][C@H:22]([C:25]([NH:27][CH:28]([CH3:30])[CH3:29])=[O:26])[CH2:21][CH2:20]3)C=2)CC1)(C)C.C([O-])=O.[NH4+], predict the reaction product. The product is: [CH:28]([NH:27][C:25]([CH:22]1[CH2:23][CH2:24][CH2:19][CH2:20][CH2:21]1)=[O:26])([CH3:30])[CH3:29]. (4) Given the reactants [Cl:1][C:2]1[CH:7]=[CH:6][C:5]([C:8]2[N:9]=[C:10]([CH3:13])[S:11][CH:12]=2)=[CH:4][C:3]=1[NH:14][C:15]1[S:16][CH2:17][C:18](=[O:20])[N:19]=1.Cl[C:22]1[CH:28]=[CH:27][C:26]([C:29]2N=C(C)SC=2)=[CH:25][C:23]=1N.CS[C:37]1S[CH2:39][C:40](=O)[N:41]=1.CCCCCC.C(OCC)(=O)C, predict the reaction product. The product is: [Cl:1][C:2]1[CH:7]=[CH:6][C:5]([C:8]2[N:9]=[C:10]([CH3:13])[S:11][CH:12]=2)=[CH:4][C:3]=1[NH:14][C:15]1[S:16]/[C:17](=[CH:29]\[C:26]2[CH:25]=[C:23]3[C:40](=[CH:39][CH:27]=2)[N:41]=[CH:37][CH:28]=[CH:22]3)/[C:18](=[O:20])[N:19]=1.